Dataset: Reaction yield outcomes from USPTO patents with 853,638 reactions. Task: Predict the reaction yield, written as a fraction of the theoretical maximum amount of product (1.0 means a 100% yield; for example, 0.34 means a 34% yield). (1) The reactants are [C:1]1([CH2:7][CH2:8][NH2:9])[CH:6]=[CH:5][CH:4]=[CH:3][CH:2]=1.C(=O)([O-])[O-].[K+].[K+].Cl[C:17]1[N:25]=[CH:24][C:23]([F:26])=[CH:22][C:18]=1[C:19]([OH:21])=[O:20]. The catalyst is CN(C)C=O.C(OCC)(=O)C.[Cu].[Cu]Br. The product is [F:26][C:23]1[CH:24]=[N:25][C:17]([NH:9][CH2:8][CH2:7][C:1]2[CH:6]=[CH:5][CH:4]=[CH:3][CH:2]=2)=[C:18]([CH:22]=1)[C:19]([OH:21])=[O:20]. The yield is 0.400. (2) The reactants are [CH:1]1([N:6]2[C:14]3[CH:13]=[C:12]([C:15]4[CH:20]=[CH:19][CH:18]=[C:17](CO)[CH:16]=4)[CH:11]=[C:10]([C:23]([NH:25][CH2:26][C:27]4[C:28](=[O:35])[NH:29][C:30](C)=[CH:31][C:32]=4[CH3:33])=[O:24])[C:9]=3[CH:8]=[N:7]2)[CH2:5][CH2:4][CH2:3][CH2:2]1.[C:36]1(P(C2C=CC=CC=2)C2C=CC=CC=2)C=CC=CC=1.[C:55]([Br:59])(Br)(Br)Br.O. The catalyst is C(Cl)Cl. The product is [Br:59][CH2:55][C:17]1[CH:16]=[C:15]([C:12]2[CH:11]=[C:10]([C:23]([NH:25][CH2:26][C:27]3[C:28](=[O:35])[N:29]([CH3:36])[CH:30]=[CH:31][C:32]=3[CH3:33])=[O:24])[C:9]3[CH:8]=[N:7][N:6]([CH:1]4[CH2:5][CH2:4][CH2:3][CH2:2]4)[C:14]=3[CH:13]=2)[CH:20]=[CH:19][CH:18]=1. The yield is 0.741.